From a dataset of Peptide-MHC class I binding affinity with 185,985 pairs from IEDB/IMGT. Regression. Given a peptide amino acid sequence and an MHC pseudo amino acid sequence, predict their binding affinity value. This is MHC class I binding data. (1) The peptide sequence is QQDTNSAGL. The MHC is HLA-B48:01 with pseudo-sequence HLA-B48:01. The binding affinity (normalized) is 0.0847. (2) The peptide sequence is TIEDDKIVTM. The MHC is HLA-A02:02 with pseudo-sequence HLA-A02:02. The binding affinity (normalized) is 0.0996. (3) The peptide sequence is ITKGRISDR. The MHC is HLA-A03:01 with pseudo-sequence HLA-A03:01. The binding affinity (normalized) is 0. (4) The peptide sequence is AEFPVGSTA. The MHC is HLA-B27:05 with pseudo-sequence HLA-B27:05. The binding affinity (normalized) is 0.0847. (5) The peptide sequence is DLKWARFPK. The MHC is HLA-A33:01 with pseudo-sequence HLA-A33:01. The binding affinity (normalized) is 0.723.